Dataset: Full USPTO retrosynthesis dataset with 1.9M reactions from patents (1976-2016). Task: Predict the reactants needed to synthesize the given product. (1) Given the product [OH:21][CH2:20][C:19]([CH3:28])([C:22]1[CH:23]=[CH:24][CH:25]=[CH:26][CH:27]=1)[CH2:18][CH2:17][CH2:16][CH2:15][NH:14][C:2]([NH:1][CH2:4][CH2:5][CH2:6][CH2:7][C:8]1[CH:9]=[CH:10][CH:11]=[CH:12][CH:13]=1)=[O:3], predict the reactants needed to synthesize it. The reactants are: [N:1]([CH2:4][CH2:5][CH2:6][CH2:7][C:8]1[CH:13]=[CH:12][CH:11]=[CH:10][CH:9]=1)=[C:2]=[O:3].[NH2:14][CH2:15][CH2:16][CH2:17][CH2:18][C:19]([CH3:28])([C:22]1[CH:27]=[CH:26][CH:25]=[CH:24][CH:23]=1)[CH2:20][OH:21]. (2) Given the product [CH:1]1([C:7]2[C:8]3[CH:9]=[CH:10][C:11]([C:37]([OH:39])=[O:38])=[CH:12][C:13]=3[N:14]3[CH2:21][CH2:20][N:19]([CH2:22][CH2:23][N:24]([CH3:32])[CH2:25][C:26]4[CH:27]=[N:28][CH:29]=[CH:30][CH:31]=4)[CH2:18][C:17]4[CH:33]=[CH:34][CH:35]=[CH:36][C:16]=4[C:15]=23)[CH2:6][CH2:5][CH2:4][CH2:3][CH2:2]1, predict the reactants needed to synthesize it. The reactants are: [CH:1]1([C:7]2[C:8]3[CH:9]=[CH:10][C:11]([C:37]([O:39]C)=[O:38])=[CH:12][C:13]=3[N:14]3[CH2:21][CH2:20][N:19]([CH2:22][CH2:23][N:24]([CH3:32])[CH2:25][C:26]4[CH:27]=[N:28][CH:29]=[CH:30][CH:31]=4)[CH2:18][C:17]4[CH:33]=[CH:34][CH:35]=[CH:36][C:16]=4[C:15]=23)[CH2:6][CH2:5][CH2:4][CH2:3][CH2:2]1.[OH-].[Na+].